This data is from Forward reaction prediction with 1.9M reactions from USPTO patents (1976-2016). The task is: Predict the product of the given reaction. Given the reactants [Cl:1][C:2]1[CH:7]=[CH:6][C:5]([NH:8][C:9]([N:11]2[CH2:16][CH2:15][N:14]([C:17](=[N:25][C:26]#[N:27])OC3C=CC=CC=3)[CH2:13][CH:12]2[C:28]2[CH:33]=[CH:32][CH:31]=[CH:30][CH:29]=2)=[O:10])=[CH:4][CH:3]=1.[C:34]1([NH:40][NH2:41])[CH:39]=[CH:38][CH:37]=[CH:36][CH:35]=1, predict the reaction product. The product is: [NH2:27][C:26]1[N:40]([C:34]2[CH:39]=[CH:38][CH:37]=[CH:36][CH:35]=2)[N:41]=[C:17]([N:14]2[CH2:15][CH2:16][N:11]([C:9]([NH:8][C:5]3[CH:6]=[CH:7][C:2]([Cl:1])=[CH:3][CH:4]=3)=[O:10])[CH:12]([C:28]3[CH:33]=[CH:32][CH:31]=[CH:30][CH:29]=3)[CH2:13]2)[N:25]=1.